Dataset: Catalyst prediction with 721,799 reactions and 888 catalyst types from USPTO. Task: Predict which catalyst facilitates the given reaction. (1) Reactant: [C:1]1([S:7]([CH:10]([NH2:30])[C:11]2[N:16]([CH3:17])[C:15]([C:18](O)=[O:19])=[C:14]([O:21][CH2:22][C:23]3[CH:28]=[CH:27][CH:26]=[CH:25][CH:24]=3)[C:13](=[O:29])[CH:12]=2)(=[O:9])=[O:8])[CH:6]=[CH:5][CH:4]=[CH:3][CH:2]=1.[CH3:31][N:32](C(ON1N=NC2C=CC=NC1=2)=[N+](C)C)C.F[P-](F)(F)(F)(F)F.C(N(C(C)C)CC)(C)C. Product: [CH3:31][NH:32][C:18]([C:15]1[N:16]([CH3:17])[C:11]([CH:10]([S:7]([C:1]2[CH:6]=[CH:5][CH:4]=[CH:3][CH:2]=2)(=[O:9])=[O:8])[NH2:30])=[CH:12][C:13](=[O:29])[C:14]=1[O:21][CH2:22][C:23]1[CH:24]=[CH:25][CH:26]=[CH:27][CH:28]=1)=[O:19]. The catalyst class is: 9. (2) Reactant: [CH2:1]([Mg]Cl)[C:2]1[CH:7]=[CH:6][CH:5]=[CH:4][CH:3]=1.[NH2:10][C:11]1[C:19]2[C:14](=[N:15][C:16]([CH3:22])=[CH:17][C:18]=2[CH:20]=[O:21])[S:13][C:12]=1[C:23]([NH2:25])=[O:24].[NH4+].[Cl-]. Product: [NH2:10][C:11]1[C:19]2[C:14](=[N:15][C:16]([CH3:22])=[CH:17][C:18]=2[CH:20]([OH:21])[CH2:1][C:2]2[CH:7]=[CH:6][CH:5]=[CH:4][CH:3]=2)[S:13][C:12]=1[C:23]([NH2:25])=[O:24]. The catalyst class is: 1.